Task: Predict which catalyst facilitates the given reaction.. Dataset: Catalyst prediction with 721,799 reactions and 888 catalyst types from USPTO Reactant: [C:1]([C:5]1[CH:10]=[CH:9][C:8]([NH:11][C:12]2[CH:31]=[CH:30][C:15]([O:16][C:17]3[C:26]4[C:21](=[CH:22][C:23]([OH:29])=[C:24]([O:27][CH3:28])[CH:25]=4)[N:20]=[CH:19][CH:18]=3)=[CH:14][CH:13]=2)=[CH:7][CH:6]=1)([CH3:4])([CH3:3])[CH3:2].C(C1C=CC(NC2C=CC(O[C:50]3[C:59]4[C:54](=CC(OCCCCl)=C(OC)C=4)[N:53]=[CH:52][CH:51]=3)=CC=2)=CC=1)(C)(C)C.C(=O)([O-])[O-:68].[K+].[K+].[CH2:73]([CH:75]1[O:77]C1)Br.C(OC(N1CCC(CO)CC1)=O)(C)(C)C. Product: [C:1]([C:5]1[CH:6]=[CH:7][C:8]([NH:11][C:12]2[CH:31]=[CH:30][C:15]([O:16][C:17]3[C:26]4[C:21](=[CH:22][C:23]([O:29][CH2:50][CH:59]([OH:68])[CH2:54][N:53]5[CH2:52][CH2:51][O:77][CH2:75][CH2:73]5)=[C:24]([O:27][CH3:28])[CH:25]=4)[N:20]=[CH:19][CH:18]=3)=[CH:14][CH:13]=2)=[CH:9][CH:10]=1)([CH3:4])([CH3:2])[CH3:3]. The catalyst class is: 9.